From a dataset of Forward reaction prediction with 1.9M reactions from USPTO patents (1976-2016). Predict the product of the given reaction. Given the reactants [C:1]([O:5][C:6]([N:8]([C:27]([O:29][C:30]([CH3:33])([CH3:32])[CH3:31])=[O:28])[C@H:9]([CH2:20][CH2:21]/[CH:22]=[CH:23]/[N+:24]([O-:26])=[O:25])[C:10]([O:12][CH2:13][C:14]1[CH:19]=[CH:18][CH:17]=[CH:16][CH:15]=1)=[O:11])=[O:7])([CH3:4])([CH3:3])[CH3:2].[F:34][C:35]1[C:40]([F:41])=[CH:39][CH:38]=[CH:37][C:36]=1B(O)O.O.C(=O)(O)[O-].[Na+].C1C=CC(P(C2C=CC3C(=CC=CC=3)C=2C2C3C(=CC=CC=3)C=CC=2P(C2C=CC=CC=2)C2C=CC=CC=2)C2C=CC=CC=2)=CC=1, predict the reaction product. The product is: [C:1]([O:5][C:6]([N:8]([C:27]([O:29][C:30]([CH3:33])([CH3:32])[CH3:31])=[O:28])[C@@H:9]([C:10]([O:12][CH2:13][C:14]1[CH:19]=[CH:18][CH:17]=[CH:16][CH:15]=1)=[O:11])[CH2:20][CH2:21][C@@H:22]([C:39]1[CH:38]=[CH:37][CH:36]=[C:35]([F:34])[C:40]=1[F:41])[CH2:23][N+:24]([O-:26])=[O:25])=[O:7])([CH3:4])([CH3:3])[CH3:2].